From a dataset of Full USPTO retrosynthesis dataset with 1.9M reactions from patents (1976-2016). Predict the reactants needed to synthesize the given product. (1) Given the product [CH:19]1([O:24][CH:25]([C:29]2[CH:30]=[CH:31][CH:32]=[CH:33][CH:34]=2)[C:12]([NH:11][C:8]2[CH:9]=[C:10]3[C:5](=[CH:6][CH:7]=2)[NH:4][N:3]=[C:2]3[I:1])=[O:18])[CH2:23][CH2:22][CH2:21][CH2:20]1, predict the reactants needed to synthesize it. The reactants are: [I:1][C:2]1[C:10]2[C:5](=[CH:6][CH:7]=[C:8]([NH:11][C:12](=[O:18])OC(C)(C)C)[CH:9]=2)[NH:4][N:3]=1.[CH:19]1([O:24][CH:25]([C:29]2[CH:34]=[CH:33][CH:32]=[CH:31][CH:30]=2)C([O-])=O)[CH2:23][CH2:22][CH2:21][CH2:20]1.[Na+].CN(C(ON1N=NC2C=CC=CC1=2)=[N+](C)C)C.[B-](F)(F)(F)F.CCN(C(C)C)C(C)C.CO[Na]. (2) Given the product [CH:1]([O:4][C:5]([N:7]1[CH2:8][CH2:9][CH:10]([O:13][C:14]2[C:23]3[C:18](=[C:19]([C:24]4[CH:29]=[CH:28][C:27]([S:43]([CH3:32])(=[O:47])=[O:44])=[CH:26][CH:25]=4)[CH:20]=[CH:21][CH:22]=3)[N:17]=[CH:16][CH:15]=2)[CH2:11][CH2:12]1)=[O:6])([CH3:3])[CH3:2], predict the reactants needed to synthesize it. The reactants are: [CH:1]([O:4][C:5]([N:7]1[CH2:12][CH2:11][CH:10]([O:13][C:14]2[C:23]3[C:18](=[C:19]([C:24]4[CH:29]=[CH:28][C:27](SC)=[CH:26][CH:25]=4)[CH:20]=[CH:21][CH:22]=3)[N:17]=[CH:16][CH:15]=2)[CH2:9][CH2:8]1)=[O:6])([CH3:3])[CH3:2].[CH:32]1C=C(Cl)C=C(C(OO)=O)C=1.[S:43](=[O:47])(=O)(O)[O-:44].[Na+]. (3) Given the product [F:1][C:2]1[CH:22]=[CH:21][CH:20]=[C:19]([F:23])[C:3]=1[CH2:4][O:5][C:6]1[C:7]2[N:8]([C:12]([C:16]([NH:14][CH2:13][CH2:12][C:16]([O:28][CH3:27])=[O:17])=[O:17])=[C:13]([CH3:15])[N:14]=2)[CH:9]=[CH:10][CH:11]=1, predict the reactants needed to synthesize it. The reactants are: [F:1][C:2]1[CH:22]=[CH:21][CH:20]=[C:19]([F:23])[C:3]=1[CH2:4][O:5][C:6]1[C:7]2[N:8]([C:12]([C:16](O)=[O:17])=[C:13]([CH3:15])[N:14]=2)[CH:9]=[CH:10][CH:11]=1.CN([CH:27]=[O:28])C. (4) Given the product [C@@H:1]12[O:8][C@@H:5]([CH2:6][CH2:7]1)[CH2:4][N:3]([C:9]1[CH:10]=[C:11]([NH:15][C:16]3[C:17]4[N:25]=[CH:24][S:23][C:18]=4[N:19]=[C:20]([C:34]4[CH:35]=[C:36]([CH:41]=[CH:42][CH:43]=4)[C:37]([O:39][CH3:40])=[O:38])[N:21]=3)[CH:12]=[CH:13][CH:14]=1)[CH2:2]2, predict the reactants needed to synthesize it. The reactants are: [C@@H:1]12[O:8][C@@H:5]([CH2:6][CH2:7]1)[CH2:4][N:3]([C:9]1[CH:10]=[C:11]([NH:15][C:16]3[C:17]4[N:25]=[CH:24][S:23][C:18]=4[N:19]=[C:20](Cl)[N:21]=3)[CH:12]=[CH:13][CH:14]=1)[CH2:2]2.CC1(C)C(C)(C)OB([C:34]2[CH:35]=[C:36]([CH:41]=[CH:42][CH:43]=2)[C:37]([O:39][CH3:40])=[O:38])O1.C([O-])([O-])=O.[Na+].[Na+]. (5) The reactants are: [N:1]([C:4]1[C:5]2[NH:12][CH:11]=[C:10]([C@@H:13]3[N:17]([C:18]([O:20][C:21]([CH3:24])([CH3:23])[CH3:22])=[O:19])[C@H:16]([CH2:25][O:26][C:27](=[O:41])[C@@H:28]([NH:33][C:34]([O:36][C:37]([CH3:40])([CH3:39])[CH3:38])=[O:35])[C@@H:29]([CH3:32])[CH2:30][CH3:31])[C@H:15]4[O:42][C:43]([CH3:46])([CH3:45])[O:44][C@@H:14]34)[C:6]=2[N:7]=[CH:8][N:9]=1)=[N+]=[N-].C(OC(=O)C)C.CO. Given the product [NH2:1][C:4]1[C:5]2[NH:12][CH:11]=[C:10]([C@@H:13]3[N:17]([C:18]([O:20][C:21]([CH3:24])([CH3:23])[CH3:22])=[O:19])[C@H:16]([CH2:25][O:26][C:27](=[O:41])[C@@H:28]([NH:33][C:34]([O:36][C:37]([CH3:40])([CH3:39])[CH3:38])=[O:35])[C@@H:29]([CH3:32])[CH2:30][CH3:31])[C@H:15]4[O:42][C:43]([CH3:45])([CH3:46])[O:44][C@@H:14]34)[C:6]=2[N:7]=[CH:8][N:9]=1, predict the reactants needed to synthesize it. (6) Given the product [O:39]1[CH2:42][CH:41]([N:1]2[CH2:5][CH:4]=[C:3]([C:6]3[N:29]([S:30]([C:33]4[CH:34]=[CH:35][CH:36]=[CH:37][CH:38]=4)(=[O:32])=[O:31])[C:9]4=[N:10][CH:11]=[CH:12][C:13]([C:14]5[CH:15]=[CH:16][C:17]([O:22][CH:23]6[CH2:24][CH2:25][O:26][CH2:27][CH2:28]6)=[C:18]([CH:21]=5)[C:19]#[N:20])=[C:8]4[CH:7]=3)[CH2:2]2)[CH2:40]1, predict the reactants needed to synthesize it. The reactants are: [NH:1]1[CH2:5][CH:4]=[C:3]([C:6]2[N:29]([S:30]([C:33]3[CH:38]=[CH:37][CH:36]=[CH:35][CH:34]=3)(=[O:32])=[O:31])[C:9]3=[N:10][CH:11]=[CH:12][C:13]([C:14]4[CH:15]=[CH:16][C:17]([O:22][CH:23]5[CH2:28][CH2:27][O:26][CH2:25][CH2:24]5)=[C:18]([CH:21]=4)[C:19]#[N:20])=[C:8]3[CH:7]=2)[CH2:2]1.[O:39]1[CH2:42][C:41](=O)[CH2:40]1.C(O[BH-](OC(=O)C)OC(=O)C)(=O)C.[Na+].